Dataset: Full USPTO retrosynthesis dataset with 1.9M reactions from patents (1976-2016). Task: Predict the reactants needed to synthesize the given product. Given the product [CH3:10][O:9][C:7](=[O:8])[C@H:6]([NH:22][C:21]1[CH:23]=[CH:24][C:18]([F:17])=[CH:19][CH:20]=1)[C:11]1[CH:16]=[CH:15][CH:14]=[CH:13][CH:12]=1, predict the reactants needed to synthesize it. The reactants are: CS(O[C@@H:6]([C:11]1[CH:16]=[CH:15][CH:14]=[CH:13][CH:12]=1)[C:7]([O:9][CH3:10])=[O:8])(=O)=O.[F:17][C:18]1[CH:24]=[CH:23][C:21]([NH2:22])=[CH:20][CH:19]=1.